Dataset: Full USPTO retrosynthesis dataset with 1.9M reactions from patents (1976-2016). Task: Predict the reactants needed to synthesize the given product. (1) Given the product [Cl:1][C:2]1[CH:3]=[C:4]([NH:15][C:16]2[C:25]3[C:20](=[CH:21][C:22]([N:15]4[CH2:16][CH2:17][CH:29]([N:30]5[CH2:34][CH2:33][CH2:32][CH2:31]5)[CH2:3][CH2:4]4)=[CH:23][CH:24]=3)[N:19]=[CH:18][C:17]=2[C:27]#[N:28])[CH:5]=[CH:6][C:7]=1[S:8][C:9]1[N:10]([CH3:14])[CH:11]=[CH:12][N:13]=1, predict the reactants needed to synthesize it. The reactants are: [Cl:1][C:2]1[CH:3]=[C:4]([NH:15][C:16]2[C:25]3[C:20](=[CH:21][C:22](F)=[CH:23][CH:24]=3)[N:19]=[CH:18][C:17]=2[C:27]#[N:28])[CH:5]=[CH:6][C:7]=1[S:8][C:9]1[N:10]([CH3:14])[CH:11]=[CH:12][N:13]=1.[CH3:29][N:30]1[CH2:34][CH2:33][CH2:32][C:31]1=O. (2) Given the product [ClH:36].[ClH:36].[NH2:10][C@H:7]1[CH2:8][CH2:9][C@@:5]([C:2]([OH:1])([CH3:3])[CH3:4])([C:18]([N:20]2[CH2:21][CH2:22][N:23]([C:26]3[CH:31]=[C:30]([C:32]([F:34])([F:35])[F:33])[CH:29]=[CH:28][N:27]=3)[CH2:24][CH2:25]2)=[O:19])[CH2:6]1, predict the reactants needed to synthesize it. The reactants are: [OH:1][C:2]([C@@:5]1([C:18]([N:20]2[CH2:25][CH2:24][N:23]([C:26]3[CH:31]=[C:30]([C:32]([F:35])([F:34])[F:33])[CH:29]=[CH:28][N:27]=3)[CH2:22][CH2:21]2)=[O:19])[CH2:9][CH2:8][CH:7]([NH:10]C(=O)OC(C)(C)C)[CH2:6]1)([CH3:4])[CH3:3].[ClH:36]. (3) Given the product [C:55]([O:54][C:52](=[O:53])[CH2:51][N:45]1[C:44](=[O:59])[C:43]2[C:48](=[CH:49][C:40]([C:38]([C:31]3[N:32]4[C:37]([CH:36]=[CH:35][CH:34]=[CH:33]4)=[C:29]([C:14]4[CH:15]=[CH:16][C:11]([C:9]([O:8][CH2:1][C:2]5[CH:7]=[CH:6][CH:5]=[CH:4][CH:3]=5)=[O:10])=[CH:12][CH:13]=4)[C:30]=3[CH3:60])=[O:39])=[CH:41][CH:42]=2)[NH:47][C:46]1=[O:50])([CH3:58])([CH3:56])[CH3:57], predict the reactants needed to synthesize it. The reactants are: [CH2:1]([O:8][C:9]([C:11]1[CH:16]=[CH:15][C:14](B(O)O)=[CH:13][CH:12]=1)=[O:10])[C:2]1[CH:7]=[CH:6][CH:5]=[CH:4][CH:3]=1.P([O-])([O-])([O-])=O.[K+].[K+].[K+].Br[C:29]1[C:30]([CH3:60])=[C:31]([C:38]([C:40]2[CH:49]=[C:48]3[C:43]([C:44](=[O:59])[N:45]([CH2:51][C:52]([O:54][C:55]([CH3:58])([CH3:57])[CH3:56])=[O:53])[C:46](=[O:50])[NH:47]3)=[CH:42][CH:41]=2)=[O:39])[N:32]2[C:37]=1[CH:36]=[CH:35][CH:34]=[CH:33]2.OS([O-])(=O)=O.[K+]. (4) Given the product [CH2:1]([O:3][C:4]([C:6]1[CH:7]=[C:8]2[N:13]([C:14]=1[C:18]1[CH:19]=[N:20][CH:21]=[CH:22][CH:23]=1)[CH:12]=[CH:11][C:10]([CH2:15][OH:16])=[CH:9]2)=[O:5])[CH3:2], predict the reactants needed to synthesize it. The reactants are: [CH2:1]([O:3][C:4]([C:6]1[CH:7]=[C:8]2[N:13]([CH:14]=1)[CH:12]=[CH:11][C:10]([CH2:15][OH:16])=[CH:9]2)=[O:5])[CH3:2].Br[C:18]1[CH:19]=[N:20][CH:21]=[CH:22][CH:23]=1. (5) Given the product [Br:21][CH2:2][C:3]1[CH:19]=[CH:18][CH:17]=[CH:16][C:4]=1[CH2:5][C:6]1[CH:15]=[CH:14][C:9]([C:10]([O:12][CH3:13])=[O:11])=[CH:8][CH:7]=1, predict the reactants needed to synthesize it. The reactants are: O[CH2:2][C:3]1[CH:19]=[CH:18][CH:17]=[CH:16][C:4]=1[CH2:5][C:6]1[CH:15]=[CH:14][C:9]([C:10]([O:12][CH3:13])=[O:11])=[CH:8][CH:7]=1.P(Br)(Br)[Br:21].C(=O)([O-])O.[Na+].O. (6) Given the product [C:34]([C:2]1[N:3]=[CH:4][C:5]([NH:8][C:9]2[CH:13]=[C:12]([C:14]3[C:31]([O:32][CH3:33])=[CH:30][CH:29]=[CH:28][C:15]=3[O:16][CH2:17][CH2:18][CH2:19][NH:20][C:21](=[O:27])[O:22][C:23]([CH3:25])([CH3:24])[CH3:26])[NH:11][N:10]=2)=[N:6][CH:7]=1)#[N:35], predict the reactants needed to synthesize it. The reactants are: Br[C:2]1[N:3]=[CH:4][C:5]([NH:8][C:9]2[CH:13]=[C:12]([C:14]3[C:31]([O:32][CH3:33])=[CH:30][CH:29]=[CH:28][C:15]=3[O:16][CH2:17][CH2:18][CH2:19][NH:20][C:21](=[O:27])[O:22][C:23]([CH3:26])([CH3:25])[CH3:24])[NH:11][N:10]=2)=[N:6][CH:7]=1.[CH3:34][N:35](C=O)C. (7) Given the product [CH:22]1([NH:1][C@H:2]2[CH2:6][CH2:5][CH2:4][C@H:3]2[NH:7][C:8](=[O:21])[C:9]2[CH:14]=[CH:13][C:12]([C:15]([F:17])([F:18])[F:16])=[CH:11][C:10]=2[CH2:19][CH3:20])[CH2:26][CH2:25][CH2:24][CH2:23]1, predict the reactants needed to synthesize it. The reactants are: [NH2:1][C@H:2]1[CH2:6][CH2:5][CH2:4][C@H:3]1[NH:7][C:8](=[O:21])[C:9]1[CH:14]=[CH:13][C:12]([C:15]([F:18])([F:17])[F:16])=[CH:11][C:10]=1[CH2:19][CH3:20].[C:22]1(=O)[CH2:26][CH2:25][CH2:24][CH2:23]1. (8) Given the product [CH:1]1([N:6]2[CH2:12][C:11]([F:14])([F:13])[C:10](=[O:15])[N:9]([CH3:16])[C:8]3[CH:17]=[N:18][C:19]([NH:21][C:22]4[CH:30]=[CH:29][C:25]([C:26]([NH:73][N:70]5[CH2:71][CH2:72][N:67]([CH3:66])[CH2:68][CH2:69]5)=[O:28])=[CH:24][C:23]=4[O:31][CH3:32])=[N:20][C:7]2=3)[CH2:5][CH2:4][CH2:3][CH2:2]1, predict the reactants needed to synthesize it. The reactants are: [CH:1]1([N:6]2[CH2:12][C:11]([F:14])([F:13])[C:10](=[O:15])[N:9]([CH3:16])[C:8]3[CH:17]=[N:18][C:19]([NH:21][C:22]4[CH:30]=[CH:29][C:25]([C:26]([OH:28])=O)=[CH:24][C:23]=4[O:31][CH3:32])=[N:20][C:7]2=3)[CH2:5][CH2:4][CH2:3][CH2:2]1.F[P-](F)(F)(F)(F)F.CN(C(N(C)C)=[N+]1C2C(=NC=CC=2)[N+]([O-])=N1)C.C(N(C(C)C)C(C)C)C.[CH3:66][N:67]1[CH2:72][CH2:71][N:70]([NH2:73])[CH2:69][CH2:68]1. (9) Given the product [NH:1]([C:8]([O:10][C:11]([CH3:14])([CH3:13])[CH3:12])=[O:9])[CH2:2][CH2:3][C:4]([OH:5])=[O:29].[CH:22]1[NH:21][C:20]2[C:19]([N:27]=[CH:26][NH:25][C:24]=2[N:23]=1)=[S:18], predict the reactants needed to synthesize it. The reactants are: [NH:1]([C:8]([O:10][C:11]([CH3:14])([CH3:13])[CH3:12])=[O:9])[CH2:2][CH2:3][C:4](CCl)=[O:5].[Na+].[I-].O.[SH:18][C:19]1[N:27]=[CH:26][N:25]=[C:24]2[C:20]=1[NH:21][CH:22]=[N:23]2.C([O-])([O-])=[O:29].[Ca+2]. (10) Given the product [CH3:1][C:2]([CH3:25])([CH3:24])[CH2:3][CH2:4][N:5]1[C:9]2[N:10]=[C:11]([C:14]#[N:15])[N:12]=[CH:13][C:8]=2[CH:7]=[C:6]1[CH2:16][CH2:17][C:18]1[CH:19]=[CH:20][CH:21]=[CH:22][CH:23]=1, predict the reactants needed to synthesize it. The reactants are: [CH3:1][C:2]([CH3:25])([CH3:24])[CH2:3][CH2:4][N:5]1[C:9]2[N:10]=[C:11]([C:14]#[N:15])[N:12]=[CH:13][C:8]=2[CH:7]=[C:6]1[CH:16]=[CH:17][C:18]1[CH:23]=[CH:22][CH:21]=[CH:20][CH:19]=1.